Dataset: Forward reaction prediction with 1.9M reactions from USPTO patents (1976-2016). Task: Predict the product of the given reaction. (1) The product is: [CH2:16]([N:9]([CH2:16][C:17]1[CH:22]=[CH:21][CH:20]=[CH:19][CH:18]=1)[C:3]1[CH:4]=[CH:5][C:6]([F:8])=[CH:7][C:2]=1[F:1])[C:17]1[CH:22]=[CH:21][CH:20]=[CH:19][CH:18]=1. Given the reactants [F:1][C:2]1[CH:7]=[C:6]([F:8])[CH:5]=[CH:4][C:3]=1[NH2:9].C(=O)([O-])[O-].[K+].[K+].[CH2:16](Br)[C:17]1[CH:22]=[CH:21][CH:20]=[CH:19][CH:18]=1.O, predict the reaction product. (2) Given the reactants [Cl:1][C:2]1[C:3]([F:12])=[C:4]([S:8](Cl)(=[O:10])=[O:9])[CH:5]=[CH:6][CH:7]=1.[CH3:13][O:14][C:15]1[C:16]([NH2:21])=[N:17][CH:18]=[CH:19][N:20]=1, predict the reaction product. The product is: [Cl:1][C:2]1[C:3]([F:12])=[C:4]([S:8]([NH:21][C:16]2[C:15]([O:14][CH3:13])=[N:20][CH:19]=[CH:18][N:17]=2)(=[O:10])=[O:9])[CH:5]=[CH:6][CH:7]=1. (3) Given the reactants Br[C:2]1[CH:3]=[C:4]2[C:8](=[CH:9][CH:10]=1)[N:7](S(C1C=CC=CC=1)(=O)=O)[CH:6]=[C:5]2[C:20](=[O:22])[CH3:21].[CH3:23][CH2:24][CH2:25][CH2:26]O.C1(C)C=CC=CC=1.[S:35]1[CH:39]=[CH:38][CH:37]=[C:36]1B(O)O, predict the reaction product. The product is: [CH2:23]([N:7]1[C:8]2[C:4](=[CH:3][C:2]([C:36]3[S:35][CH:39]=[CH:38][CH:37]=3)=[CH:10][CH:9]=2)[C:5]([C:20](=[O:22])[CH3:21])=[CH:6]1)[CH2:24][CH2:25][CH3:26]. (4) Given the reactants [Br:1][C:2]1[CH:7]=[CH:6][C:5](Br)=[CH:4][N:3]=1.[Li]CCCC.[C:14](OCC)(=[O:20])[C:15]([O:17][CH2:18][CH3:19])=[O:16], predict the reaction product. The product is: [Br:1][C:2]1[N:3]=[CH:4][C:5]([C:14](=[O:20])[C:15]([O:17][CH2:18][CH3:19])=[O:16])=[CH:6][CH:7]=1. (5) Given the reactants [CH3:1][O:2][C:3]1[C:4](=[O:19])[C:5]([C:15]([O:17]C)=[O:16])=[N:6][N:7]([C:9]2[CH:14]=[CH:13][CH:12]=[CH:11][CH:10]=2)[CH:8]=1.[OH-].[Na+].Cl, predict the reaction product. The product is: [CH3:1][O:2][C:3]1[C:4](=[O:19])[C:5]([C:15]([OH:17])=[O:16])=[N:6][N:7]([C:9]2[CH:14]=[CH:13][CH:12]=[CH:11][CH:10]=2)[CH:8]=1.